Dataset: Forward reaction prediction with 1.9M reactions from USPTO patents (1976-2016). Task: Predict the product of the given reaction. (1) Given the reactants [Cl:1][C:2]1[C:3]2[CH:13]=[CH:12][CH:11]=[CH:10][C:4]=2[S:5][C:6]=1[C:7]([OH:9])=O.C(Cl)(=O)C(Cl)=O.[NH2:20][C:21]1[CH:26]=[CH:25][C:24]([NH:27][C:28]([C:30]2[O:31][CH:32]=[CH:33][CH:34]=2)=[O:29])=[CH:23][CH:22]=1, predict the reaction product. The product is: [Cl:1][C:2]1[C:3]2[CH:13]=[CH:12][CH:11]=[CH:10][C:4]=2[S:5][C:6]=1[C:7]([NH:20][C:21]1[CH:22]=[CH:23][C:24]([NH:27][C:28]([C:30]2[O:31][CH:32]=[CH:33][CH:34]=2)=[O:29])=[CH:25][CH:26]=1)=[O:9]. (2) Given the reactants Br[C:2]1[C:10]([O:11][CH3:12])=[CH:9][CH:8]=[C:7]2[C:3]=1[CH2:4][CH:5]([CH2:14][CH2:15][CH2:16][CH3:17])[C:6]2=[O:13].[Li+].[Cl-].[CH:20]1C=CC(P(C2C=CC=CC=2)C2C=CC=CC=2)=CC=1.[Sn](C)(C)(C)C, predict the reaction product. The product is: [CH2:14]([CH:5]1[CH2:4][C:3]2[C:7](=[CH:8][CH:9]=[C:10]([O:11][CH3:12])[C:2]=2[CH3:20])[C:6]1=[O:13])[CH2:15][CH2:16][CH3:17]. (3) Given the reactants [Cl:1][C:2]1[CH:3]=[CH:4][C:5]2[N:11]3[C:12]([CH2:15][F:16])=[N:13][N:14]=[C:10]3[C@@H:9]([CH2:17][CH2:18][N:19]3[N:23]=[N:22][C:21]([S:24][C:25]([CH3:32])([CH3:31])[C:26]([O:28]CC)=[O:27])=[N:20]3)[O:8][C@H:7]([C:33]3[CH:38]=[CH:37][CH:36]=[C:35]([O:39][CH3:40])[C:34]=3[O:41][CH3:42])[C:6]=2[CH:43]=1.O.[OH-].[Li+], predict the reaction product. The product is: [Cl:1][C:2]1[CH:3]=[CH:4][C:5]2[N:11]3[C:12]([CH2:15][F:16])=[N:13][N:14]=[C:10]3[C@@H:9]([CH2:17][CH2:18][N:19]3[N:23]=[N:22][C:21]([S:24][C:25]([CH3:32])([CH3:31])[C:26]([OH:28])=[O:27])=[N:20]3)[O:8][C@H:7]([C:33]3[CH:38]=[CH:37][CH:36]=[C:35]([O:39][CH3:40])[C:34]=3[O:41][CH3:42])[C:6]=2[CH:43]=1. (4) Given the reactants C[O:2][CH:3](OC)[CH2:4][O:5][C:6]1[CH:11]=[CH:10][C:9]([Cl:12])=[CH:8][CH:7]=1.Cl, predict the reaction product. The product is: [Cl:12][C:9]1[CH:10]=[CH:11][C:6]([O:5][CH2:4][CH:3]=[O:2])=[CH:7][CH:8]=1. (5) Given the reactants [N:1]1[N:5]2[C:6](=O)[C:7]3[N:8]([N:11]=[CH:12][CH:13]=3)[C:9](=[O:10])[C:4]2=[CH:3][CH:2]=1.NC1C2[C:20](=[CH:21][CH:22]=[C:23]([C:26]([F:29])([F:28])[F:27])[CH:24]=2)N=CC=1.CN(C=O)C, predict the reaction product. The product is: [F:27][C:26]([F:29])([F:28])[C:23]1[CH:24]=[C:6]2[C:20](=[CH:21][CH:22]=1)[N:11]=[CH:12][CH:13]=[C:7]2[NH:8][C:9]([C:4]1[CH:3]=[CH:2][NH:1][N:5]=1)=[O:10].